From a dataset of Experimentally validated miRNA-target interactions with 360,000+ pairs, plus equal number of negative samples. Binary Classification. Given a miRNA mature sequence and a target amino acid sequence, predict their likelihood of interaction. (1) The miRNA is mmu-miR-3076-3p with sequence CGCACUCUGGUCUUCCCUUGCAG. The protein sequence of the target gene is MWPPRFPPPRPGMSEETRQSKLAAAKKKLREYQQKNSPGVPAGAKKKKKIKNGHSPERPTASDCQSPENVPTDHIAPAPPTAATDTMFLGVTPSPDADLTQSHDAGNCSNLMEETKTFSSTESLRQLSQQLNGLVSESTSYINGEGLTSSNMKELENRYQELAVALDSSYVTNKQLSSTIEELKQQNQDTLDQLEKEKKDYQQKLAKEQGSLREQLQVHIQTIGILVSEKAELQTALAHTQQAARQKAGESEDLASRLQSSRQRVGELERTLSTVSTQQKQADRYNKDLTKERDALKLEL.... Result: 1 (interaction). (2) The miRNA is hsa-miR-6792-5p with sequence GUAAGCAGGGGCUCUGGGUGA. The protein sequence of the target gene is MEHLERCAWFLRGTLVRATVRRHLPWALVAAMLAGSVVKELSPLPESYLSNKRNVLNVYFVKLAWAWTVCLLLPFIALTNYHLTGKTSLVLRRLSTLLVGTAIWYICTALFSNIEHYTGSCYQSPALEGIRQEHRSKQQCHREGGFWHGFDISGHSFLLTFCALMIVEEMAVLHEVKTDRGHHLHAAITTLVVALGFLTFIWVWMFLCTAVYFHDLTQKVFGTMFGLLGWYGTYGYWYLKSFSPGLPPQSCSLTLKRDTYKK. Result: 0 (no interaction).